Predict the reaction yield, written as a fraction of the theoretical maximum amount of product (1.0 means a 100% yield; for example, 0.34 means a 34% yield). From a dataset of Reaction yield outcomes from USPTO patents with 853,638 reactions. (1) The reactants are [CH3:1][O:2][C:3]1[CH:12]=[C:11]([O:13][CH3:14])[C:10]2[C:5](=[CH:6][CH:7]=[CH:8][CH:9]=2)[N:4]=1.[Li]CCCC.Cl[C:21]([O:23][CH2:24][CH3:25])=[O:22].O. The catalyst is C1COCC1. The product is [CH3:1][O:2][C:3]1[C:12]([C:21]([O:23][CH2:24][CH3:25])=[O:22])=[C:11]([O:13][CH3:14])[C:10]2[C:5](=[CH:6][CH:7]=[CH:8][CH:9]=2)[N:4]=1. The yield is 0.600. (2) The reactants are [Cl:1][C:2]1[CH:7]=[CH:6][C:5]([C@H:8]2[C@H:13]([OH:14])[C@@H:12]([OH:15])[C@H:11]([OH:16])[C@@H:10]([CH2:17][OH:18])[O:9]2)=[CH:4][C:3]=1[CH2:19][C:20]1[S:21][C:22]([C:25]2[CH:29]=[CH:28][S:27][CH:26]=2)=[CH:23][N:24]=1.Cl[C:31]([O:33][CH2:34][CH2:35][CH2:36][CH3:37])=[O:32]. The catalyst is N1C(C)=CC=CC=1C. The product is [C:31](=[O:32])([O:18][CH2:17][C@@H:10]1[C@@H:11]([OH:16])[C@H:12]([OH:15])[C@@H:13]([OH:14])[C@H:8]([C:5]2[CH:6]=[CH:7][C:2]([Cl:1])=[C:3]([CH2:19][C:20]3[S:21][C:22]([C:25]4[CH:29]=[CH:28][S:27][CH:26]=4)=[CH:23][N:24]=3)[CH:4]=2)[O:9]1)[O:33][CH2:34][CH2:35][CH2:36][CH3:37]. The yield is 0.500. (3) The reactants are [CH3:1][O:2][C:3]1[CH:8]=[CH:7][C:6]([CH3:9])=[CH:5][C:4]=1[C:10]1([CH3:26])[NH:14][C:13](=[O:15])[N:12]([CH2:16][C:17](=[O:24])[C:18]2[CH:23]=[CH:22][CH:21]=[CH:20][CH:19]=2)[C:11]1=[O:25].[CH3:27]I. No catalyst specified. The product is [CH3:1][O:2][C:3]1[CH:8]=[CH:7][C:6]([CH3:9])=[CH:5][C:4]=1[C:10]1([CH3:26])[N:14]([CH3:27])[C:13](=[O:15])[N:12]([CH2:16][C:17](=[O:24])[C:18]2[CH:19]=[CH:20][CH:21]=[CH:22][CH:23]=2)[C:11]1=[O:25]. The yield is 0.550. (4) The reactants are [Cl:1][C:2]1[CH:7]=[CH:6][CH:5]=[CH:4][C:3]=1[CH2:8][N:9]1[CH:13]=[C:12]([C:14]2[CH:19]=[C:18]([C:20]3[N:21]=[N:22][NH:23][N:24]=3)[CH:17]=[CH:16][N:15]=2)[N:11]=[CH:10]1.[C:25]([O:28][CH2:29]Cl)(=[O:27])[CH3:26].C(=O)([O-])[O-].[K+].[K+]. The catalyst is CN(C=O)C. The product is [C:25]([O:28][CH2:29][N:22]1[N:23]=[N:24][C:20]([C:18]2[CH:17]=[CH:16][N:15]=[C:14]([C:12]3[N:11]=[CH:10][N:9]([CH2:8][C:3]4[CH:4]=[CH:5][CH:6]=[CH:7][C:2]=4[Cl:1])[CH:13]=3)[CH:19]=2)=[N:21]1)(=[O:27])[CH3:26]. The yield is 0.150. (5) The reactants are Br[CH2:2][C:3]1[CH:8]=[CH:7][C:6]([Cl:9])=[C:5]([Cl:10])[CH:4]=1.[N-:11]=[N+:12]=[N-:13].[Na+].[C:15]([O:19][CH2:20][CH3:21])(=[O:18])[C:16]#[CH:17]. The catalyst is CN(C=O)C. The product is [Cl:10][C:5]1[CH:4]=[C:3]([CH2:2][N:11]2[CH:17]=[C:16]([C:15]([O:19][CH2:20][CH3:21])=[O:18])[N:13]=[N:12]2)[CH:8]=[CH:7][C:6]=1[Cl:9]. The yield is 0.600. (6) The reactants are [CH3:1][C:2]1[CH:7]=[CH:6][C:5]([C:8]2[CH:13]=[CH:12][C:11]([OH:14])=[CH:10][CH:9]=2)=[CH:4][CH:3]=1.[H-].[Na+].[CH2:17]([O:19][C:20]([C:22]1[O:23][C:24]([CH2:27]Cl)=[CH:25][CH:26]=1)=[O:21])[CH3:18]. The catalyst is CN(C)C=O. The product is [CH2:17]([O:19][C:20]([C:22]1[O:23][C:24]([CH2:27][O:14][C:11]2[CH:12]=[CH:13][C:8]([C:5]3[CH:4]=[CH:3][C:2]([CH3:1])=[CH:7][CH:6]=3)=[CH:9][CH:10]=2)=[CH:25][CH:26]=1)=[O:21])[CH3:18]. The yield is 0.840.